Dataset: CYP2D6 inhibition data for predicting drug metabolism from PubChem BioAssay. Task: Regression/Classification. Given a drug SMILES string, predict its absorption, distribution, metabolism, or excretion properties. Task type varies by dataset: regression for continuous measurements (e.g., permeability, clearance, half-life) or binary classification for categorical outcomes (e.g., BBB penetration, CYP inhibition). Dataset: cyp2d6_veith. (1) The molecule is Cc1nc(S(=O)(=O)N(C)c2ccccc2)c(C#N)c(C)c1Cl. The result is 0 (non-inhibitor). (2) The result is 1 (inhibitor). The molecule is CN(CCc1ccccn1)Cc1ccc(Cl)cc1Cl. (3) The compound is CN1CCN(CCCNC(=O)C2CCN(c3nnc(-n4cccc4)s3)CC2)CC1. The result is 0 (non-inhibitor). (4) The molecule is Cc1ccccc1C(C(=O)NCc1ccccc1)N(Cc1ccco1)C(=O)c1ccccn1. The result is 0 (non-inhibitor).